Dataset: Forward reaction prediction with 1.9M reactions from USPTO patents (1976-2016). Task: Predict the product of the given reaction. (1) Given the reactants CN(C(ON1N=NC2C=CC=NC1=2)=[N+](C)C)C.F[P-](F)(F)(F)(F)F.[F:25][C:26]1[CH:27]=[C:28]([NH:37][C:38]([C@@H:40]2[NH:49][CH2:48][CH2:47][C:46]3[N:45]=[C:44]([O:50][CH3:51])[CH:43]=[CH:42][C:41]2=3)=[O:39])[CH:29]=[C:30]2[C:34]=1[C:33]([CH3:36])([CH3:35])[CH2:32][CH2:31]2.CCN(C(C)C)C(C)C.[C@H:61]1([C:68](O)=[O:69])[CH2:64][C@H:63]([C:65]([OH:67])=[O:66])[CH2:62]1, predict the reaction product. The product is: [F:25][C:26]1[CH:27]=[C:28]([NH:37][C:38]([C@@H:40]2[N:49]([C:68]([C@H:61]3[CH2:64][C@H:63]([C:65]([OH:67])=[O:66])[CH2:62]3)=[O:69])[CH2:48][CH2:47][C:46]3[N:45]=[C:44]([O:50][CH3:51])[CH:43]=[CH:42][C:41]2=3)=[O:39])[CH:29]=[C:30]2[C:34]=1[C:33]([CH3:35])([CH3:36])[CH2:32][CH2:31]2. (2) The product is: [NH2:16][C:7]1[CH:8]=[C:9]([CH:14]=[CH:15][C:6]=1[NH2:5])[O:10][CH2:11][CH2:12][OH:13]. Given the reactants C([O-])=O.[NH4+].[NH2:5][C:6]1[CH:15]=[CH:14][C:9]([O:10][CH2:11][CH2:12][OH:13])=[CH:8][C:7]=1[N+:16]([O-])=O, predict the reaction product. (3) Given the reactants [F:1][C:2]1[CH:7]=[C:6]([CH3:8])[C:5]([S:9][CH2:10][C:11]([F:14])([F:13])[F:12])=[CH:4][C:3]=1[N:15]1[C:19]([C:20](O)=O)=[CH:18][C:17]([O:23][CH2:24][C:25]([F:31])([F:30])[C:26]([F:29])([F:28])[F:27])=[N:16]1.C(Cl)(=O)C(Cl)=O.C[N:39](C)[CH:40]=[O:41], predict the reaction product. The product is: [F:1][C:2]1[CH:7]=[C:6]([CH3:8])[C:5]([S:9][CH2:10][C:11]([F:14])([F:13])[F:12])=[CH:4][C:3]=1[N:15]1[C:19]([CH2:20][C:40]([NH2:39])=[O:41])=[CH:18][C:17]([O:23][CH2:24][C:25]([F:31])([F:30])[C:26]([F:29])([F:27])[F:28])=[N:16]1. (4) The product is: [C:33]([CH:12]([C:9]1[CH:8]=[C:3]([C:4]([O:6][CH3:7])=[O:5])[C:2]([C:45]2[CH:44]=[CH:43][CH:42]=[CH:41][C:40]=2[CH2:39][CH2:38][CH2:37][O:36][CH3:35])=[CH:11][CH:10]=1)[CH2:13][C:14]1[CH:19]=[CH:18][C:17]([O:20][CH2:21][CH2:22][O:23][C:24]2[C:29]([Cl:30])=[CH:28][C:27]([CH3:31])=[CH:26][C:25]=2[Cl:32])=[CH:16][CH:15]=1)#[N:34]. Given the reactants Br[C:2]1[CH:11]=[CH:10][C:9]([CH:12]([C:33]#[N:34])[CH2:13][C:14]2[CH:19]=[CH:18][C:17]([O:20][CH2:21][CH2:22][O:23][C:24]3[C:29]([Cl:30])=[CH:28][C:27]([CH3:31])=[CH:26][C:25]=3[Cl:32])=[CH:16][CH:15]=2)=[CH:8][C:3]=1[C:4]([O:6][CH3:7])=[O:5].[CH3:35][O:36][CH2:37][CH2:38][CH2:39][C:40]1[CH:45]=[CH:44][CH:43]=[CH:42][C:41]=1B(O)O, predict the reaction product. (5) The product is: [Br:3][CH2:16][C:10]1[CH:9]=[CH:8][C:7]2[C:12](=[CH:13][CH:14]=[C:5]([Cl:4])[CH:6]=2)[CH:11]=1. Given the reactants C[Mg+].[Br-:3].[Cl:4][C:5]1[CH:6]=[C:7]2[C:12](=[CH:13][CH:14]=1)[CH2:11][C:10](=O)[CH2:9][CH2:8]2.[CH2:16](Cl)Cl, predict the reaction product. (6) Given the reactants C(OC([NH:8][CH2:9][CH2:10][CH2:11][CH2:12][CH2:13][CH2:14][CH2:15][CH2:16][O:17][C:18]1[C:39]([O:40][CH3:41])=[CH:38][C:21]2[C:22]3[N:27]([CH:28]([C:30]([CH3:33])([CH3:32])[CH3:31])[CH2:29][C:20]=2[CH:19]=1)[CH:26]=[C:25]([C:34]([OH:36])=[O:35])[C:24](=[O:37])[CH:23]=3)=O)(C)(C)C.[ClH:42], predict the reaction product. The product is: [ClH:42].[NH2:8][CH2:9][CH2:10][CH2:11][CH2:12][CH2:13][CH2:14][CH2:15][CH2:16][O:17][C:18]1[C:39]([O:40][CH3:41])=[CH:38][C:21]2[C:22]3[N:27]([CH:28]([C:30]([CH3:33])([CH3:32])[CH3:31])[CH2:29][C:20]=2[CH:19]=1)[CH:26]=[C:25]([C:34]([OH:36])=[O:35])[C:24](=[O:37])[CH:23]=3. (7) Given the reactants [NH2:1][C:2]1[C:3]2[CH2:14][N:13](C(OC(C)(C)C)=O)[C:12]([CH3:23])([CH3:22])[C:4]=2[N:5]([C:7]([O:9][CH2:10][CH3:11])=[O:8])[N:6]=1.[ClH:24], predict the reaction product. The product is: [ClH:24].[ClH:24].[NH2:1][C:2]1[C:3]2[CH2:14][NH:13][C:12]([CH3:22])([CH3:23])[C:4]=2[N:5]([C:7]([O:9][CH2:10][CH3:11])=[O:8])[N:6]=1. (8) Given the reactants [CH3:1][O:2][C:3]1[CH:4]=[C:5]2[C:9](=[CH:10][C:11]=1[O:12][CH3:13])[C:8](=O)[CH2:7][C:6]2([CH3:16])[CH3:15].[C:17]([CH2:23][C:24]#[N:25])(=[O:22])[C:18]([CH3:21])([CH3:20])[CH3:19].C(O)(=O)CC.C([O-])(=O)C.[NH4+], predict the reaction product. The product is: [CH3:1][O:2][C:3]1[CH:4]=[C:5]2[C:9](=[CH:10][C:11]=1[O:12][CH3:13])[C:8](=[C:23]([C:17](=[O:22])[C:18]([CH3:21])([CH3:20])[CH3:19])[C:24]#[N:25])[CH2:7][C:6]2([CH3:16])[CH3:15]. (9) Given the reactants Cl[C:2]1[C:11]2[C:6](=[CH:7][C:8]([S:12]([N:15]([CH2:21][C:22]3[CH:27]=[CH:26][C:25]([O:28][CH3:29])=[CH:24][C:23]=3[O:30][CH3:31])[C:16]3[S:17][CH:18]=[CH:19][N:20]=3)(=[O:14])=[O:13])=[CH:9][CH:10]=2)[C:5]([F:32])=[CH:4][N:3]=1.[CH3:33][O:34][C:35]1[CH:40]=[C:39]([C:41]([F:44])([F:43])[F:42])[CH:38]=[CH:37][C:36]=1B(O)O.C(=O)([O-])[O-].[K+].[K+].O1CCOCC1, predict the reaction product. The product is: [CH3:31][O:30][C:23]1[CH:24]=[C:25]([O:28][CH3:29])[CH:26]=[CH:27][C:22]=1[CH2:21][N:15]([C:16]1[S:17][CH:18]=[CH:19][N:20]=1)[S:12]([C:8]1[CH:7]=[C:6]2[C:11](=[CH:10][CH:9]=1)[C:2]([C:36]1[CH:37]=[CH:38][C:39]([C:41]([F:44])([F:43])[F:42])=[CH:40][C:35]=1[O:34][CH3:33])=[N:3][CH:4]=[C:5]2[F:32])(=[O:14])=[O:13].